Dataset: Reaction yield outcomes from USPTO patents with 853,638 reactions. Task: Predict the reaction yield, written as a fraction of the theoretical maximum amount of product (1.0 means a 100% yield; for example, 0.34 means a 34% yield). (1) The product is [NH2:8][C:5]1[N:6]=[N:7][C:2]([C:21]2[CH:22]=[C:17]([CH:18]=[CH:19][CH:20]=2)[C:15]#[N:16])=[C:3]([C:9]2[CH:14]=[CH:13][CH:12]=[CH:11][CH:10]=2)[N:4]=1. No catalyst specified. The yield is 0.250. The reactants are Br[C:2]1[N:7]=[N:6][C:5]([NH2:8])=[N:4][C:3]=1[C:9]1[CH:14]=[CH:13][CH:12]=[CH:11][CH:10]=1.[C:15]([C:17]1[CH:18]=[C:19](B(O)O)[CH:20]=[CH:21][CH:22]=1)#[N:16]. (2) The reactants are C[O-].[Li+].CO.[N+](C1C=CC=CC=1S([N:18]1[CH2:21][CH2:20][C@H:19]1[C:22]([OH:24])=[O:23])(=O)=O)([O-])=O.Cl.[C:26](O[C:26]([O:28][C:29]([CH3:32])([CH3:31])[CH3:30])=[O:27])([O:28][C:29]([CH3:32])([CH3:31])[CH3:30])=[O:27]. The catalyst is C(COC)OC.O.C(N(CC)CC)C. The product is [C:29]([O:28][C:26]([N:18]1[CH2:21][CH2:20][C@H:19]1[C:22]([OH:24])=[O:23])=[O:27])([CH3:32])([CH3:31])[CH3:30]. The yield is 0.485. (3) The catalyst is CO. The yield is 0.580. The reactants are [OH:1][C:2]1[CH:11]=[CH:10][C:5]2[C:6](=[O:9])[CH2:7][O:8][C:4]=2[C:3]=1[CH2:12][N:13]1[CH2:18][CH2:17][N:16]([C:19]([O:21][C:22]([CH3:25])([CH3:24])[CH3:23])=[O:20])[CH2:15][CH2:14]1.[NH:26]1[C:34]2[C:29](=[CH:30][CH:31]=[CH:32][N:33]=2)[C:28]([CH:35]=O)=[CH:27]1.N1CCCCC1. The product is [NH:26]1[C:34]2=[N:33][CH:32]=[CH:31][CH:30]=[C:29]2[C:28](/[CH:35]=[C:7]2\[O:8][C:4]3[C:3]([CH2:12][N:13]4[CH2:14][CH2:15][N:16]([C:19]([O:21][C:22]([CH3:25])([CH3:24])[CH3:23])=[O:20])[CH2:17][CH2:18]4)=[C:2]([OH:1])[CH:11]=[CH:10][C:5]=3[C:6]\2=[O:9])=[CH:27]1. (4) The reactants are [Si:1]([O:8][CH2:9][CH:10](Cl)[CH:11]=[O:12])([C:4]([CH3:7])([CH3:6])[CH3:5])([CH3:3])[CH3:2].[O:14]=[C:15]([C:22]1[CH:27]=[CH:26][CH:25]=[CH:24][CH:23]=1)/[CH:16]=[CH:17]/[C:18]([O:20][CH3:21])=[O:19]. No catalyst specified. The product is [Si:1]([O:8][CH2:9][C@H:10]1[C@@H:17]([C:18]([O:20][CH3:21])=[O:19])[CH:16]=[C:15]([C:22]2[CH:23]=[CH:24][CH:25]=[CH:26][CH:27]=2)[O:14][C:11]1=[O:12])([C:4]([CH3:7])([CH3:6])[CH3:5])([CH3:3])[CH3:2]. The yield is 0.800.